From a dataset of Forward reaction prediction with 1.9M reactions from USPTO patents (1976-2016). Predict the product of the given reaction. (1) Given the reactants [ClH:1].Cl.Cl.[CH:4]([C@H:17]1[N:22]2[CH2:23][CH2:24][NH:25][CH2:26][C@H:21]2[CH2:20][N:19]([CH2:27][C:28]2[CH:33]=[C:32]([N:34]3[C:38]([C:39]([F:42])([F:41])[F:40])=[N:37][N:36]=[N:35]3)[CH:31]=[CH:30][C:29]=2[O:43][CH3:44])[CH2:18]1)([C:11]1[CH:16]=[CH:15][CH:14]=[CH:13][CH:12]=1)[C:5]1[CH:10]=[CH:9][CH:8]=[CH:7][CH:6]=1.C(N(CC)C(C)C)(C)C.ON1C2C=CC=CC=2N=N1.Cl.CN(C)CCCN=C=NCC.Cl.[C:77](OCC)(=[O:79])C, predict the reaction product. The product is: [ClH:1].[ClH:1].[CH:4]([C@H:17]1[N:22]2[CH2:23][CH2:24][N:25]([CH:77]=[O:79])[CH2:26][C@H:21]2[CH2:20][N:19]([CH2:27][C:28]2[CH:33]=[C:32]([N:34]3[C:38]([C:39]([F:42])([F:41])[F:40])=[N:37][N:36]=[N:35]3)[CH:31]=[CH:30][C:29]=2[O:43][CH3:44])[CH2:18]1)([C:5]1[CH:10]=[CH:9][CH:8]=[CH:7][CH:6]=1)[C:11]1[CH:12]=[CH:13][CH:14]=[CH:15][CH:16]=1. (2) The product is: [C:43]([C:40]1[S:39][C:38]([C:36]([NH:35][C@@H:27]([CH2:26][C:23]2[CH:22]=[CH:21][C:20]([B:9]3[O:10][C:11]([CH3:16])([CH3:17])[C:12]([CH3:14])([CH3:15])[O:13]3)=[CH:25][CH:24]=2)[C:28]([NH:30][S:31]([CH3:34])(=[O:32])=[O:33])=[O:29])=[O:37])=[CH:42][CH:41]=1)([CH3:46])([CH3:44])[CH3:45]. Given the reactants [CH3:16][C:11]1([CH3:17])[C:12]([CH3:15])([CH3:14])[O:13][B:9]([B:9]2[O:13][C:12]([CH3:15])([CH3:14])[C:11]([CH3:17])([CH3:16])[O:10]2)[O:10]1.Br[C:20]1[CH:25]=[CH:24][C:23]([CH2:26][C@H:27]([NH:35][C:36]([C:38]2[S:39][C:40]([C:43]([CH3:46])([CH3:45])[CH3:44])=[CH:41][CH:42]=2)=[O:37])[C:28]([NH:30][S:31]([CH3:34])(=[O:33])=[O:32])=[O:29])=[CH:22][CH:21]=1.C([O-])(=O)C.[K+], predict the reaction product. (3) Given the reactants [NH2:1][C:2]1[CH:7]=[CH:6][CH:5]=[CH:4][CH:3]=1.Cl[CH2:9][Si:10]([O:17][CH2:18][CH3:19])([O:14][CH2:15][CH3:16])[O:11][CH2:12][CH3:13].C(N)CN, predict the reaction product. The product is: [NH2:1][C:2]1[CH:7]=[CH:6][CH:5]=[CH:4][CH:3]=1.[C:2]1([NH:1][CH2:9][Si:10]([O:11][CH2:12][CH3:13])([O:17][CH2:18][CH3:19])[O:14][CH2:15][CH3:16])[CH:7]=[CH:6][CH:5]=[CH:4][CH:3]=1. (4) The product is: [F:1][C:2]([F:18])([F:19])[CH2:3][CH2:4][C@@H:5]([C:11]1[CH:16]=[CH:15][CH:14]=[C:13]([OH:17])[CH:12]=1)[CH2:6][C:7]([O:9][CH2:10][CH3:21])=[O:8].[F:37][C:38]([F:48])([F:49])[CH2:39][CH2:40][C@H:41]([C:23]1[CH:24]=[CH:25][CH:26]=[C:21]([OH:20])[CH:22]=1)[CH2:42][C:43]([O:45][CH2:46][CH3:47])=[O:44]. Given the reactants [F:1][C:2]([F:19])([F:18])[CH2:3][CH2:4][C@@H:5]([C:11]1[CH:16]=[CH:15][CH:14]=[C:13]([OH:17])[CH:12]=1)[CH2:6][C:7]([O:9][CH3:10])=[O:8].[OH:20][C:21]1[CH:22]=[C:23](B(O)O)[CH:24]=[CH:25][CH:26]=1.O1CCOCC1.O.[F:37][C:38]([F:49])([F:48])[CH2:39][CH2:40]/[CH:41]=[CH:42]/[C:43]([O:45][CH2:46][CH3:47])=[O:44], predict the reaction product. (5) Given the reactants [O:1]=[C:2]1[CH:8]([C:9]2[CH:10]=[C:11](B(O)O)[CH:12]=[CH:13][C:14]=2[CH2:15][CH3:16])[C:7](=[O:20])[CH:6]2[CH2:21][CH:3]1[CH2:4][CH2:5]2.P([O-])([O-])([O-])=O.[K+].[K+].[K+].Br[C:31]1[CH:36]=[CH:35][C:34]([Cl:37])=[CH:33][N:32]=1.[Na].[Na].[Na].S(C1C=C(P(C2C=CC=C(S(O)(=O)=O)C=2)C2C=CC=C(S(O)(=O)=O)C=2)C=CC=1)(O)(=O)=O, predict the reaction product. The product is: [Cl:37][C:34]1[CH:35]=[CH:36][C:31]([C:11]2[CH:12]=[CH:13][C:14]([CH2:15][CH3:16])=[C:9]([CH:8]3[C:2](=[O:1])[CH:3]4[CH2:21][CH:6]([CH2:5][CH2:4]4)[C:7]3=[O:20])[CH:10]=2)=[N:32][CH:33]=1. (6) Given the reactants [N+:1]([C:4]1[CH:12]=[C:11]([C:13]([OH:15])=[O:14])[CH:10]=[CH:9][C:5]=1[C:6]([OH:8])=[O:7])([O-:3])=[O:2].S(=O)(=O)(O)O.[C:21](=O)(O)[O-].[Na+], predict the reaction product. The product is: [C:6]([C:5]1[CH:9]=[CH:10][C:11]([C:13]([O:15][CH3:21])=[O:14])=[CH:12][C:4]=1[N+:1]([O-:3])=[O:2])([OH:8])=[O:7].